Dataset: Forward reaction prediction with 1.9M reactions from USPTO patents (1976-2016). Task: Predict the product of the given reaction. (1) Given the reactants [CH3:1][C:2]1([CH3:9])[C:6]([CH3:8])([CH3:7])[O:5][BH:4][O:3]1.[F:10][C:11]1[CH:12]=[C:13]([CH:16]=[CH:17][CH:18]=1)[CH:14]=[CH2:15].O, predict the reaction product. The product is: [F:10][C:11]1[CH:12]=[C:13](/[CH:14]=[CH:15]/[B:4]2[O:5][C:6]([CH3:8])([CH3:7])[C:2]([CH3:9])([CH3:1])[O:3]2)[CH:16]=[CH:17][CH:18]=1. (2) Given the reactants [C:1]([NH:18][C@H:19]([C:26]([OH:28])=O)[CH2:20][O:21][C:22]([CH3:25])([CH3:24])[CH3:23])([O:3][CH2:4][CH:5]1[C:17]2[C:12](=[CH:13][CH:14]=[CH:15][CH:16]=2)[C:11]2[C:6]1=[CH:7][CH:8]=[CH:9][CH:10]=2)=[O:2].N1C=CC=CC=1.N1C(F)=NC(F)=NC=1[F:37], predict the reaction product. The product is: [C:1]([NH:18][C@H:19]([C:26]([F:37])=[O:28])[CH2:20][O:21][C:22]([CH3:25])([CH3:24])[CH3:23])([O:3][CH2:4][CH:5]1[C:17]2[C:12](=[CH:13][CH:14]=[CH:15][CH:16]=2)[C:11]2[C:6]1=[CH:7][CH:8]=[CH:9][CH:10]=2)=[O:2]. (3) Given the reactants Cl.[C:2]([C:6]1[N:10]=[CH:9][N:8]([CH2:11]Cl)[N:7]=1)([CH3:5])([CH3:4])[CH3:3].[F:13][C:14]([F:23])([F:22])[CH2:15][CH2:16][CH:17]([C:20]#[N:21])[C:18]#[N:19].C(=O)([O-])[O-].[K+].[K+].O, predict the reaction product. The product is: [C:2]([C:6]1[N:10]=[CH:9][N:8]([CH2:11][C:17]([CH2:16][CH2:15][C:14]([F:13])([F:22])[F:23])([C:18]#[N:19])[C:20]#[N:21])[N:7]=1)([CH3:5])([CH3:4])[CH3:3]. (4) Given the reactants [CH3:1][S:2]([N:5]1[CH2:15][CH2:14][C:8]2[N:9]=[C:10]([OH:13])[N:11]=[CH:12][C:7]=2[CH2:6]1)(=[O:4])=[O:3].C(=O)([O-])[O-].[K+].[K+].CS(O[CH2:27][CH2:28][CH2:29][CH:30]1[CH2:35][CH2:34][N:33]([C:36]2[O:40][N:39]=[C:38]([CH:41]([CH3:43])[CH3:42])[N:37]=2)[CH2:32][CH2:31]1)(=O)=O, predict the reaction product. The product is: [CH:41]([C:38]1[N:37]=[C:36]([N:33]2[CH2:34][CH2:35][CH:30]([CH2:29][CH2:28][CH2:27][O:13][C:10]3[N:11]=[CH:12][C:7]4[CH2:6][N:5]([S:2]([CH3:1])(=[O:3])=[O:4])[CH2:15][CH2:14][C:8]=4[N:9]=3)[CH2:31][CH2:32]2)[O:40][N:39]=1)([CH3:43])[CH3:42]. (5) Given the reactants [Br:1][C:2]1[CH:7]=[C:6]([O:8][C:9]([F:12])([F:11])[F:10])[CH:5]=[C:4](Br)[C:3]=1[NH:14][C:15](=[S:17])[CH3:16].CC1C=NC2C(C=1C)=CC=C1C=2N=CC(C)=C1C.C(=O)([O-])[O-].[Cs+].[Cs+], predict the reaction product. The product is: [Br:1][C:2]1[C:3]2[N:14]=[C:15]([CH3:16])[S:17][C:4]=2[CH:5]=[C:6]([O:8][C:9]([F:12])([F:11])[F:10])[CH:7]=1. (6) Given the reactants [Cl:1][C:2]1[CH:20]=[CH:19][CH:18]=[CH:17][C:3]=1[CH2:4][NH:5][C:6]1[N:7]=[CH:8][C:9]2[C:15](=O)[NH:14][CH:13]=[CH:12][C:10]=2[N:11]=1.[OH-].[Na+].O=P(Cl)(Cl)[Cl:25], predict the reaction product. The product is: [Cl:1][C:2]1[CH:20]=[CH:19][CH:18]=[CH:17][C:3]=1[CH2:4][NH:5][C:6]1[N:7]=[CH:8][C:9]2[C:15]([Cl:25])=[N:14][CH:13]=[CH:12][C:10]=2[N:11]=1. (7) Given the reactants [CH3:1][C:2]1[C:15]([O:16][CH3:17])=[CH:14][C:5]2[N:6]([CH2:10][C:11]([OH:13])=O)[C:7](=[O:9])[O:8][C:4]=2[CH:3]=1.CN([P+](ON1N=NC2C=CC=CC1=2)(N(C)C)N(C)C)C.F[P-](F)(F)(F)(F)F.C(N(C(C)C)CC)(C)C.[C:54]1([C:70]2[CH:75]=[CH:74][CH:73]=[CH:72][CH:71]=2)[CH:59]=[CH:58][C:57]([CH:60]([NH:68][CH3:69])[CH2:61][N:62]2[CH2:67][CH2:66][O:65][CH2:64][CH2:63]2)=[CH:56][CH:55]=1, predict the reaction product. The product is: [C:54]1([C:70]2[CH:75]=[CH:74][CH:73]=[CH:72][CH:71]=2)[CH:55]=[CH:56][C:57]([CH:60]([N:68]([CH3:69])[C:11](=[O:13])[CH2:10][N:6]2[C:5]3[CH:14]=[C:15]([O:16][CH3:17])[C:2]([CH3:1])=[CH:3][C:4]=3[O:8][C:7]2=[O:9])[CH2:61][N:62]2[CH2:63][CH2:64][O:65][CH2:66][CH2:67]2)=[CH:58][CH:59]=1. (8) Given the reactants [OH:1][C:2]1[CH:12]=[CH:11][C:5]([C:6]([O:8]CC)=[O:7])=[CH:4][CH:3]=1.[CH2:13](Br)[CH:14]=[CH2:15].C(=O)([O-])[O-].[K+].[K+], predict the reaction product. The product is: [CH2:15]([O:1][C:2]1[CH:3]=[CH:4][C:5]([C:6]([OH:8])=[O:7])=[CH:11][CH:12]=1)[CH:14]=[CH2:13].